From a dataset of Forward reaction prediction with 1.9M reactions from USPTO patents (1976-2016). Predict the product of the given reaction. (1) Given the reactants [CH2:1]([O:3][C:4](=[O:35])[CH:5]([C:11]1[CH:16]=[CH:15][C:14]([C@@H:17]([C:28]2[CH:33]=[CH:32][CH:31]=[CH:30][C:29]=2[CH3:34])[CH2:18][C:19]([C:21]2[CH:26]=[CH:25][N:24]=[C:23]([CH3:27])[CH:22]=2)=O)=[CH:13][CH:12]=1)[C:6]([O:8][CH2:9][CH3:10])=[O:7])[CH3:2].Cl.[NH2:37][OH:38].C(=O)([O-])O.[Na+], predict the reaction product. The product is: [CH2:1]([O:3][C:4](=[O:35])[CH:5]([C:11]1[CH:16]=[CH:15][C:14]([C@@H:17]([C:28]2[CH:33]=[CH:32][CH:31]=[CH:30][C:29]=2[CH3:34])[CH2:18]/[C:19](=[N:37]\[OH:38])/[C:21]2[CH:26]=[CH:25][N:24]=[C:23]([CH3:27])[CH:22]=2)=[CH:13][CH:12]=1)[C:6]([O:8][CH2:9][CH3:10])=[O:7])[CH3:2]. (2) Given the reactants [OH-].[Na+].[C:3](=O)=O.[CH2:6]([O:11][C:12]1[CH:13]=[C:14]([CH:18]=[C:19]([N+:21]([O-:23])=[O:22])[CH:20]=1)[C:15]([OH:17])=[O:16])[CH2:7][CH:8]([CH3:10])[CH3:9].S(Cl)(Cl)=O, predict the reaction product. The product is: [CH2:6]([O:11][C:12]1[CH:13]=[C:14]([CH:18]=[C:19]([N+:21]([O-:23])=[O:22])[CH:20]=1)[C:15]([O:17][CH3:3])=[O:16])[CH2:7][CH:8]([CH3:10])[CH3:9]. (3) Given the reactants [CH3:1][C:2]1[CH:7]=[CH:6][C:5]([C@H:8]2[CH2:13][CH2:12][C@H:11]([C@H:14]3[CH2:19][CH2:18][C@H:17]([CH:20]4OC(=O)[CH2:21]4)[CH2:16][CH2:15]3)[CH2:10][CH2:9]2)=[CH:4][CH:3]=1, predict the reaction product. The product is: [CH:20]([C@H:17]1[CH2:16][CH2:15][C@H:14]([C@H:11]2[CH2:12][CH2:13][C@H:8]([C:5]3[CH:4]=[CH:3][C:2]([CH3:1])=[CH:7][CH:6]=3)[CH2:9][CH2:10]2)[CH2:19][CH2:18]1)=[CH2:21]. (4) Given the reactants [Cl:1][C:2]1[C:10]2[NH:9][C:8](=O)[NH:7][C:6]=2[CH:5]=[CH:4][CH:3]=1.P(Cl)(Cl)([Cl:14])=O, predict the reaction product. The product is: [Cl:14][C:8]1[NH:7][C:6]2[CH:5]=[CH:4][CH:3]=[C:2]([Cl:1])[C:10]=2[N:9]=1. (5) Given the reactants Cl[C:2]1[N:3]=[C:4]([NH:13][C:14]2[CH:19]=[CH:18][C:17]([N:20]3[CH2:25][CH2:24][CH:23]([N:26]4[CH2:31][CH2:30][N:29]([CH3:32])[CH2:28][CH2:27]4)[CH2:22][CH2:21]3)=[CH:16][CH:15]=2)[C:5]([C:10]([NH2:12])=[O:11])=[N:6][C:7]=1[CH2:8][CH3:9].C(O[C:38]([N:40]1[CH2:44][CH2:43][C:42]2([CH2:48][CH2:47][NH:46][CH2:45]2)[CH2:41]1)=[O:39])(C)(C)C.[CH:49](N(C(C)C)CC)(C)[CH3:50].[N-]=C=O, predict the reaction product. The product is: [C:38]([N:40]1[CH2:44][CH2:43][C:42]2([CH2:45][N:46]([C:2]3[N:3]=[C:4]([NH:13][C:14]4[CH:19]=[CH:18][C:17]([N:20]5[CH2:21][CH2:22][CH:23]([N:26]6[CH2:31][CH2:30][N:29]([CH3:32])[CH2:28][CH2:27]6)[CH2:24][CH2:25]5)=[CH:16][CH:15]=4)[C:5]([C:10]([NH2:12])=[O:11])=[N:6][C:7]=3[CH2:8][CH3:9])[CH2:47][CH2:48]2)[CH2:41]1)(=[O:39])[CH:49]=[CH2:50]. (6) Given the reactants [F:1][C:2]1[CH:3]=[CH:4][C:5]([SH:11])=[C:6]([CH:10]=1)[C:7](O)=[O:8].SC1C=C(CO)C=CC=1, predict the reaction product. The product is: [F:1][C:2]1[CH:3]=[CH:4][C:5]([SH:11])=[C:6]([CH2:7][OH:8])[CH:10]=1. (7) Given the reactants [C:1]([O:4][CH2:5][C:6]1[C:7]([C:13]2[NH:17][C:16]3[CH:18]=[C:19]([C:22]([CH3:25])([CH3:24])[CH3:23])[CH:20]=[CH:21][C:15]=3[N:14]=2)=[N:8][CH:9]=[CH:10][C:11]=1[Cl:12])(=[O:3])[CH3:2].N12CCCN=C1CCCC[CH2:27]2.[C:37](OCC)(=O)C, predict the reaction product. The product is: [C:1]([O:4][CH2:5][C:6]1[C:7]([C:13]2[N:17]([CH3:27])[C:16]3[CH:18]=[C:19]([C:22]([CH3:25])([CH3:24])[CH3:23])[CH:20]=[CH:21][C:15]=3[N:14]=2)=[N:8][CH:9]=[CH:10][C:11]=1[Cl:12])(=[O:3])[CH3:2].[C:1]([O:4][CH2:5][C:6]1[C:7]([C:13]2[N:14]([CH3:37])[C:15]3[CH:21]=[CH:20][C:19]([C:22]([CH3:25])([CH3:24])[CH3:23])=[CH:18][C:16]=3[N:17]=2)=[N:8][CH:9]=[CH:10][C:11]=1[Cl:12])(=[O:3])[CH3:2].